Regression. Given two drug SMILES strings and cell line genomic features, predict the synergy score measuring deviation from expected non-interaction effect. From a dataset of Merck oncology drug combination screen with 23,052 pairs across 39 cell lines. (1) Drug 1: COC12C(COC(N)=O)C3=C(C(=O)C(C)=C(N)C3=O)N1CC1NC12. Drug 2: O=C(O)C1(Cc2cccc(Nc3nccs3)n2)CCC(Oc2cccc(Cl)c2F)CC1. Cell line: SKMEL30. Synergy scores: synergy=-7.40. (2) Drug 1: C=CCn1c(=O)c2cnc(Nc3ccc(N4CCN(C)CC4)cc3)nc2n1-c1cccc(C(C)(C)O)n1. Drug 2: CC(C)CC(NC(=O)C(Cc1ccccc1)NC(=O)c1cnccn1)B(O)O. Cell line: UWB1289. Synergy scores: synergy=42.1. (3) Drug 1: O=S1(=O)NC2(CN1CC(F)(F)F)C1CCC2Cc2cc(C=CCN3CCC(C(F)(F)F)CC3)ccc2C1. Drug 2: NC1(c2ccc(-c3nc4ccn5c(=O)[nH]nc5c4cc3-c3ccccc3)cc2)CCC1. Cell line: LNCAP. Synergy scores: synergy=14.6. (4) Drug 1: CC(C)CC(NC(=O)C(Cc1ccccc1)NC(=O)c1cnccn1)B(O)O. Drug 2: CCc1cnn2c(NCc3ccc[n+]([O-])c3)cc(N3CCCCC3CCO)nc12. Cell line: PA1. Synergy scores: synergy=-17.5. (5) Drug 1: O=c1[nH]cc(F)c(=O)[nH]1. Cell line: OV90. Synergy scores: synergy=-0.210. Drug 2: O=C(CCCCCCC(=O)Nc1ccccc1)NO. (6) Drug 1: CN1C(=O)C=CC2(C)C3CCC4(C)C(NC(=O)OCC(F)(F)F)CCC4C3CCC12. Drug 2: O=S1(=O)NC2(CN1CC(F)(F)F)C1CCC2Cc2cc(C=CCN3CCC(C(F)(F)F)CC3)ccc2C1. Cell line: A375. Synergy scores: synergy=4.69. (7) Drug 1: NC1(c2ccc(-c3nc4ccn5c(=O)[nH]nc5c4cc3-c3ccccc3)cc2)CCC1. Drug 2: CC(C)CC(NC(=O)C(Cc1ccccc1)NC(=O)c1cnccn1)B(O)O. Cell line: PA1. Synergy scores: synergy=1.79.